This data is from NCI-60 drug combinations with 297,098 pairs across 59 cell lines. The task is: Regression. Given two drug SMILES strings and cell line genomic features, predict the synergy score measuring deviation from expected non-interaction effect. Drug 1: C1CN1P(=S)(N2CC2)N3CC3. Drug 2: C1=NC2=C(N=C(N=C2N1C3C(C(C(O3)CO)O)O)F)N. Cell line: COLO 205. Synergy scores: CSS=27.6, Synergy_ZIP=-10.0, Synergy_Bliss=-1.90, Synergy_Loewe=-6.05, Synergy_HSA=-0.151.